From a dataset of Reaction yield outcomes from USPTO patents with 853,638 reactions. Predict the reaction yield, written as a fraction of the theoretical maximum amount of product (1.0 means a 100% yield; for example, 0.34 means a 34% yield). (1) The reactants are [F:1][C:2]1[CH:7]=[CH:6][C:5]([CH:8]2[C:16]3[C:11](=[CH:12][C:13]([CH:17]=O)=[CH:14][CH:15]=3)[CH2:10][O:9]2)=[CH:4][CH:3]=1.C(N(CC)CC)C.Cl.[NH2:27][OH:28].O. The catalyst is C1(C)C=CC=CC=1. The product is [F:1][C:2]1[CH:7]=[CH:6][C:5]([CH:8]2[C:16]3[C:11](=[CH:12][C:13]([CH:17]=[N:27][OH:28])=[CH:14][CH:15]=3)[CH2:10][O:9]2)=[CH:4][CH:3]=1. The yield is 0.792. (2) The product is [N+:1]([C:4]1[CH:5]=[C:6]([N:10]2[C:15](=[O:16])[NH:14][C:13](=[O:17])[CH:12]=[N:11]2)[CH:7]=[CH:8][CH:9]=1)([O-:3])=[O:2]. The catalyst is C1(OC2C=CC=CC=2)C=CC=CC=1. The reactants are [N+:1]([C:4]1[CH:5]=[C:6]([N:10]2[C:15](=[O:16])[NH:14][C:13](=[O:17])[C:12](C(O)=O)=[N:11]2)[CH:7]=[CH:8][CH:9]=1)([O-:3])=[O:2]. The yield is 0.400. (3) The reactants are Br[C:2]1[C:3]2[C:7]([CH:8]=[CH:9][CH:10]=1)=[N:6][N:5]1[C:11]([CH:16]3[CH2:21][CH2:20][N:19]([C:22]([O:24][C:25]([CH3:28])([CH3:27])[CH3:26])=[O:23])[CH2:18][CH2:17]3)=[CH:12][C:13](=[O:15])[NH:14][C:4]=21.[CH3:29][C:30]1[CH:35]=[CH:34][CH:33]=[CH:32][C:31]=1B(O)O.P([O-])([O-])([O-])=O.[K+].[K+].[K+]. The catalyst is O1CCCC1.O. The product is [CH3:29][C:30]1[CH:35]=[CH:34][CH:33]=[CH:32][C:31]=1[C:2]1[C:3]2[C:7]([CH:8]=[CH:9][CH:10]=1)=[N:6][N:5]1[C:11]([CH:16]3[CH2:17][CH2:18][N:19]([C:22]([O:24][C:25]([CH3:26])([CH3:27])[CH3:28])=[O:23])[CH2:20][CH2:21]3)=[CH:12][C:13](=[O:15])[NH:14][C:4]=21. The yield is 0.730. (4) The reactants are [CH3:1][C:2]1[N:6]([CH2:7][C:8]([OH:10])=O)[N:5]=[C:4]([C:11]([F:14])([F:13])[F:12])[CH:3]=1.C(N(C(C)C)CC)(C)C.C[NH3+].F[P-](F)(F)(F)(F)F.N1(OC(N(C)C)=[N+](C)C)C2N=CC=CC=2N=N1.F[P-](F)(F)(F)(F)F.Cl.[CH3:58][N:59]([C@H:72]1[C:81]2[C:76](=[CH:77][CH:78]=[CH:79][CH:80]=2)[CH2:75][CH2:74][CH2:73]1)[C:60]([C:62]1[N:63]=[C:64]([CH2:67][CH2:68][CH2:69][NH:70][CH3:71])[S:65][CH:66]=1)=[O:61]. The catalyst is C(#N)C. The product is [CH3:58][N:59]([C@H:72]1[C:81]2[C:76](=[CH:77][CH:78]=[CH:79][CH:80]=2)[CH2:75][CH2:74][CH2:73]1)[C:60]([C:62]1[N:63]=[C:64]([CH2:67][CH2:68][CH2:69][N:70]([CH3:71])[C:8](=[O:10])[CH2:7][N:6]2[C:2]([CH3:1])=[CH:3][C:4]([C:11]([F:14])([F:13])[F:12])=[N:5]2)[S:65][CH:66]=1)=[O:61]. The yield is 0.610. (5) The reactants are [Br-:1].[Br-].[Br-].C1([N+](C)(C)C)C=CC=CC=1.C1([N+](C)(C)C)C=CC=CC=1.C1([N+](C)(C)C)C=CC=CC=1.[F:34][C:35]1[CH:40]=[CH:39][C:38]([C:41]2([CH3:46])[O:45][CH2:44][CH2:43][O:42]2)=[CH:37][C:36]=1[S:47]([NH2:50])(=[O:49])=[O:48]. The catalyst is CC#N. The product is [Br:1][CH2:46][C:41]1([C:38]2[CH:39]=[CH:40][C:35]([F:34])=[C:36]([S:47]([NH2:50])(=[O:49])=[O:48])[CH:37]=2)[O:45][CH2:44][CH2:43][O:42]1. The yield is 0.620. (6) The reactants are [N+:1]([C:4]1[CH:14]=[CH:13][C:7]([O:8][CH2:9][C:10]([OH:12])=O)=[CH:6][CH:5]=1)([O-:3])=[O:2].Cl.C([N:18](CC)[CH2:19][CH3:20])C.CC[N:25]=C=NCCCN(C)C.Cl.C(N(C(C)C)CC)(C)C. The catalyst is C1COCC1. The product is [N+:1]([C:4]1[CH:5]=[CH:6][C:7]([O:8][CH2:9][C:10]2[O:12][N:25]=[C:19]([CH3:20])[N:18]=2)=[CH:13][CH:14]=1)([O-:3])=[O:2]. The yield is 0.600. (7) The reactants are [CH:1](I)([CH3:3])[CH3:2].[C:5]([O:9][C:10]([NH:12][C@@H:13]([CH2:18][C:19]1[CH:24]=[CH:23][C:22]([OH:25])=[CH:21][CH:20]=1)[C:14]([O:16][CH3:17])=[O:15])=[O:11])([CH3:8])([CH3:7])[CH3:6].C(=O)([O-])[O-].[K+].[K+]. The catalyst is C(#N)C. The product is [C:5]([O:9][C:10]([NH:12][C@@H:13]([CH2:18][C:19]1[CH:24]=[CH:23][C:22]([O:25][CH:1]([CH3:3])[CH3:2])=[CH:21][CH:20]=1)[C:14]([O:16][CH3:17])=[O:15])=[O:11])([CH3:8])([CH3:6])[CH3:7]. The yield is 0.900. (8) The reactants are [Br:1][C:2]1[C:3]([N:18]2[CH2:23][CH2:22][C:21](=[C:24]([CH3:26])[CH3:25])[CH2:20][CH2:19]2)=[C:4]([C@H:10]([OH:17])[C:11]([O:13][CH:14]([CH3:16])[CH3:15])=[O:12])[C:5]([CH3:9])=[N:6][C:7]=1[CH3:8]. The catalyst is C(Cl)Cl. The product is [Br:1][C:2]1[C:3]([N:18]2[CH2:23][CH2:22][C:21](=[C:24]([CH3:26])[CH3:25])[CH2:20][CH2:19]2)=[C:4]([C@H:10]([O:17][C:4]([CH3:10])([CH3:5])[CH3:3])[C:11]([O:13][CH:14]([CH3:16])[CH3:15])=[O:12])[C:5]([CH3:9])=[N:6][C:7]=1[CH3:8]. The yield is 0.670. (9) The reactants are C([Li])CCC.Br[C:7]1[C:16]([CH3:17])=[C:15]([O:18][CH3:19])[C:14]2[C:9](=[CH:10][CH:11]=[CH:12][CH:13]=2)[C:8]=1[O:20][CH3:21].Cl[C:23]([O:25][CH2:26][CH3:27])=[O:24]. The catalyst is O1CCCC1. The product is [CH3:19][O:18][C:15]1[C:14]2[C:9](=[CH:10][CH:11]=[CH:12][CH:13]=2)[C:8]([O:20][CH3:21])=[C:7]([C:23]([O:25][CH2:26][CH3:27])=[O:24])[C:16]=1[CH3:17]. The yield is 0.890.